From a dataset of Peptide-MHC class I binding affinity with 185,985 pairs from IEDB/IMGT. Regression. Given a peptide amino acid sequence and an MHC pseudo amino acid sequence, predict their binding affinity value. This is MHC class I binding data. (1) The peptide sequence is NRDVSFQDL. The MHC is HLA-A02:12 with pseudo-sequence HLA-A02:12. The binding affinity (normalized) is 0.0847. (2) The peptide sequence is IAIFNNRNL. The MHC is HLA-A68:02 with pseudo-sequence HLA-A68:02. The binding affinity (normalized) is 0.486. (3) The peptide sequence is DISDVKVLA. The MHC is HLA-A02:02 with pseudo-sequence HLA-A02:02. The binding affinity (normalized) is 0.275. (4) The peptide sequence is AVRHFPRIW. The MHC is HLA-B40:02 with pseudo-sequence HLA-B40:02. The binding affinity (normalized) is 0. (5) The peptide sequence is PTFYRQGLNK. The MHC is HLA-A68:01 with pseudo-sequence HLA-A68:01. The binding affinity (normalized) is 0.201. (6) The peptide sequence is AVTDRETDV. The MHC is HLA-A02:02 with pseudo-sequence HLA-A02:02. The binding affinity (normalized) is 0.226. (7) The peptide sequence is IRLRPGGKK. The MHC is HLA-A24:02 with pseudo-sequence HLA-A24:02. The binding affinity (normalized) is 0.